This data is from NCI-60 drug combinations with 297,098 pairs across 59 cell lines. The task is: Regression. Given two drug SMILES strings and cell line genomic features, predict the synergy score measuring deviation from expected non-interaction effect. (1) Drug 1: CC1=C(C=C(C=C1)NC2=NC=CC(=N2)N(C)C3=CC4=NN(C(=C4C=C3)C)C)S(=O)(=O)N.Cl. Drug 2: CC1=C(C(=CC=C1)Cl)NC(=O)C2=CN=C(S2)NC3=CC(=NC(=N3)C)N4CCN(CC4)CCO. Cell line: EKVX. Synergy scores: CSS=17.1, Synergy_ZIP=-0.249, Synergy_Bliss=4.12, Synergy_Loewe=-27.9, Synergy_HSA=3.53. (2) Drug 1: COC1=C(C=C2C(=C1)N=CN=C2NC3=CC(=C(C=C3)F)Cl)OCCCN4CCOCC4. Drug 2: CN(CCCl)CCCl.Cl. Cell line: SF-268. Synergy scores: CSS=24.4, Synergy_ZIP=-1.31, Synergy_Bliss=3.32, Synergy_Loewe=1.60, Synergy_HSA=2.11. (3) Drug 1: CC1=C2C(C(=O)C3(C(CC4C(C3C(C(C2(C)C)(CC1OC(=O)C(C(C5=CC=CC=C5)NC(=O)OC(C)(C)C)O)O)OC(=O)C6=CC=CC=C6)(CO4)OC(=O)C)OC)C)OC. Drug 2: CC=C1C(=O)NC(C(=O)OC2CC(=O)NC(C(=O)NC(CSSCCC=C2)C(=O)N1)C(C)C)C(C)C. Cell line: SNB-75. Synergy scores: CSS=50.1, Synergy_ZIP=-8.36, Synergy_Bliss=-6.39, Synergy_Loewe=-18.2, Synergy_HSA=-1.72.